Dataset: Forward reaction prediction with 1.9M reactions from USPTO patents (1976-2016). Task: Predict the product of the given reaction. (1) Given the reactants [F:1][C:2]([F:35])([F:34])[C:3]1[CH:4]=[C:5]([C:9]2[CH:14]=[CH:13][C:12]([C@@H:15]3[CH2:17][C@H:16]3[NH:18][CH2:19][CH2:20][N:21]3[CH2:25][CH2:24][C@H:23]([NH:26]C(=O)OC(C)(C)C)[CH2:22]3)=[CH:11][CH:10]=2)[CH:6]=[CH:7][CH:8]=1.[ClH:36], predict the reaction product. The product is: [ClH:36].[F:35][C:2]([F:1])([F:34])[C:3]1[CH:4]=[C:5]([C:9]2[CH:10]=[CH:11][C:12]([C@@H:15]3[CH2:17][C@H:16]3[NH:18][CH2:19][CH2:20][N:21]3[CH2:25][CH2:24][C@H:23]([NH2:26])[CH2:22]3)=[CH:13][CH:14]=2)[CH:6]=[CH:7][CH:8]=1. (2) Given the reactants [Br:1][C:2]1[CH:3]=[C:4]([C:9]2[S:13][C:12]([NH:14][CH:15]([CH3:17])[CH3:16])=[N:11][CH:10]=2)[CH:5]=[N:6][C:7]=1Cl.O.[NH2:19][NH2:20].[CH:21](OC)(OC)OC.C(O)(C(F)(F)F)=O, predict the reaction product. The product is: [Br:1][C:2]1[C:7]2[N:6]([CH:21]=[N:19][N:20]=2)[CH:5]=[C:4]([C:9]2[S:13][C:12]([NH:14][CH:15]([CH3:17])[CH3:16])=[N:11][CH:10]=2)[CH:3]=1. (3) Given the reactants C([O-])(=O)C.[Na+].[CH3:6][O:7][C:8]1[CH:13]=[C:12]([CH3:14])[CH:11]=[CH:10][N:9]=1.[Br:15]Br.[OH-].[Na+], predict the reaction product. The product is: [Br:15][C:11]1[C:12]([CH3:14])=[CH:13][C:8]([O:7][CH3:6])=[N:9][CH:10]=1. (4) Given the reactants [Br:1][C:2]1[CH:7]=[CH:6][C:5]([C@@H:8]([N:10]2CC[C@:13]([CH2:22][C:23]([CH3:25])=[CH2:24])([C:16]3[CH:21]=[CH:20][CH:19]=[CH:18][CH:17]=3)[CH2:12][C:11]2=O)[CH3:9])=[CH:4][CH:3]=1.S([C:37]#[N:38])(C1C=CC(C)=CC=1)(=O)=O.C1([SiH3])C=CC=CC=1.[CH3:46][CH2:47][OH:48], predict the reaction product. The product is: [Br:1][C:2]1[CH:7]=[CH:6][C:5]([C@@H:8]([N:10]2[CH2:11][CH2:12][C@:13]([CH2:22][C:23]([CH3:25])([CH3:24])[C:37]#[N:38])([C:16]3[CH:21]=[CH:20][CH:19]=[CH:18][CH:17]=3)[CH2:46][C:47]2=[O:48])[CH3:9])=[CH:4][CH:3]=1. (5) Given the reactants [H-].[Na+].[OH:3]/[N:4]=[C:5](/[C:10]1[CH:15]=[CH:14][CH:13]=[C:12]([O:16][C:17]2[CH:22]=[CH:21][CH:20]=[CH:19][CH:18]=2)[CH:11]=1)\[C:6]([O:8]C)=[O:7].Cl[CH2:24][C:25]1[CH:44]=[CH:43][C:28]([O:29][CH2:30][C:31]2[N:32]=[C:33]([C:37]3[CH:42]=[CH:41][CH:40]=[CH:39][CH:38]=3)[O:34][C:35]=2[CH3:36])=[CH:27][CH:26]=1.Cl.C(=O)(O)[O-].[Na+], predict the reaction product. The product is: [CH3:36][C:35]1[O:34][C:33]([C:37]2[CH:38]=[CH:39][CH:40]=[CH:41][CH:42]=2)=[N:32][C:31]=1[CH2:30][O:29][C:28]1[CH:27]=[CH:26][C:25]([CH2:24][O:3]/[N:4]=[C:5](/[C:10]2[CH:15]=[CH:14][CH:13]=[C:12]([O:16][C:17]3[CH:22]=[CH:21][CH:20]=[CH:19][CH:18]=3)[CH:11]=2)\[C:6]([OH:8])=[O:7])=[CH:44][CH:43]=1. (6) The product is: [CH:31]1([C:29]([C:23]2[CH:24]=[C:25]([CH3:28])[CH:26]=[CH:27][C:22]=2[NH:21][C:19](=[O:20])[NH:18][C:15]2[S:16][CH:17]=[C:13]([CH2:12][CH2:11][O:10][C:8]3[CH:7]=[N:6][CH:5]=[C:4]([CH:9]=3)[C:3]([OH:36])=[O:2])[N:14]=2)=[O:30])[CH2:35][CH2:34][CH2:33][CH2:32]1. Given the reactants C[O:2][C:3](=[O:36])[C:4]1[CH:9]=[C:8]([O:10][CH2:11][CH2:12][C:13]2[N:14]=[C:15]([NH:18][C:19]([NH:21][C:22]3[CH:27]=[CH:26][C:25]([CH3:28])=[CH:24][C:23]=3[C:29]([CH:31]3[CH2:35][CH2:34][CH2:33][CH2:32]3)=[O:30])=[O:20])[S:16][CH:17]=2)[CH:7]=[N:6][CH:5]=1, predict the reaction product. (7) The product is: [NH2:4][C:5]1[CH:10]=[CH:9][N:8]([C@H:11]2[O:15][C@@H:14]([C:16]([O:18][C@@H:19]3[CH2:24][C@H:23]([CH3:25])[CH2:22][CH2:21][C@H:20]3[CH:26]([CH3:28])[CH3:27])=[O:17])[S:13][CH2:12]2)[C:7](=[O:29])[N:6]=1. Given the reactants C([NH:4][C:5]1[CH:10]=[CH:9][N:8]([C@H:11]2[O:15][C@@H:14]([C:16]([O:18][C@@H:19]3[CH2:24][C@H:23]([CH3:25])[CH2:22][CH2:21][C@H:20]3[CH:26]([CH3:28])[CH3:27])=[O:17])[S:13][CH2:12]2)[C:7](=[O:29])[N:6]=1)(=O)C.CS(O)(=O)=O.ClCCl.C(=O)(O)[O-].[Na+], predict the reaction product. (8) Given the reactants O=P12OP3(OP(OP(O3)(O1)=O)(=O)O2)=O.[CH3:15][C:16]1[N:17]=[C:18]([C:25]2[CH:30]=[CH:29][C:28]([C:31]([F:34])([F:33])[F:32])=[CH:27][CH:26]=2)[S:19][C:20]=1[CH2:21][C:22]([OH:24])=O.[CH3:35][C:36]1[CH:48]=[CH:47][CH:46]=[CH:45][C:37]=1[O:38][CH2:39][C:40]([O:42][CH2:43][CH3:44])=[O:41].C(=O)(O)[O-].[Na+], predict the reaction product. The product is: [CH3:35][C:36]1[CH:48]=[C:47]([C:22](=[O:24])[CH2:21][C:20]2[S:19][C:18]([C:25]3[CH:30]=[CH:29][C:28]([C:31]([F:34])([F:33])[F:32])=[CH:27][CH:26]=3)=[N:17][C:16]=2[CH3:15])[CH:46]=[CH:45][C:37]=1[O:38][CH2:39][C:40]([O:42][CH2:43][CH3:44])=[O:41]. (9) Given the reactants Br[C:2]1[CH:3]=[C:4]([CH:12]=[CH:13][C:14]=1[F:15])[O:5][CH2:6][C@@H:7]1[CH2:11][CH2:10][CH2:9][O:8]1.[B:16]1([B:16]2[O:20][C:19]([CH3:22])([CH3:21])[C:18]([CH3:24])([CH3:23])[O:17]2)[O:20][C:19]([CH3:22])([CH3:21])[C:18]([CH3:24])([CH3:23])[O:17]1.C([O-])(=O)C.[K+], predict the reaction product. The product is: [F:15][C:14]1[CH:13]=[CH:12][C:4]([O:5][CH2:6][C@@H:7]2[CH2:11][CH2:10][CH2:9][O:8]2)=[CH:3][C:2]=1[B:16]1[O:20][C:19]([CH3:22])([CH3:21])[C:18]([CH3:24])([CH3:23])[O:17]1.